Dataset: Forward reaction prediction with 1.9M reactions from USPTO patents (1976-2016). Task: Predict the product of the given reaction. Given the reactants [Cl:1][C:2]1[N:7]=[C:6](Cl)[CH:5]=[C:4]([CH3:9])[N:3]=1.[S:10]1[CH:14]=[CH:13][N:12]=[C:11]1[NH2:15].C1(P(C2C=CC=CC=2)C2C3OC4C(=CC=CC=4P(C4C=CC=CC=4)C4C=CC=CC=4)C(C)(C)C=3C=CC=2)C=CC=CC=1.[O-]P([O-])([O-])=O.[K+].[K+].[K+], predict the reaction product. The product is: [Cl:1][C:2]1[N:7]=[C:6]([NH:15][C:11]2[S:10][CH:14]=[CH:13][N:12]=2)[CH:5]=[C:4]([CH3:9])[N:3]=1.